From a dataset of NCI-60 drug combinations with 297,098 pairs across 59 cell lines. Regression. Given two drug SMILES strings and cell line genomic features, predict the synergy score measuring deviation from expected non-interaction effect. (1) Drug 1: COC1=C(C=C2C(=C1)N=CN=C2NC3=CC(=C(C=C3)F)Cl)OCCCN4CCOCC4. Drug 2: C1=CC(=CC=C1CCCC(=O)O)N(CCCl)CCCl. Cell line: UO-31. Synergy scores: CSS=38.6, Synergy_ZIP=-4.80, Synergy_Bliss=-0.0808, Synergy_Loewe=2.17, Synergy_HSA=5.43. (2) Drug 1: C1CCC(CC1)NC(=O)N(CCCl)N=O. Drug 2: CCN(CC)CCNC(=O)C1=C(NC(=C1C)C=C2C3=C(C=CC(=C3)F)NC2=O)C. Cell line: KM12. Synergy scores: CSS=33.2, Synergy_ZIP=-15.7, Synergy_Bliss=-14.9, Synergy_Loewe=-10.1, Synergy_HSA=-9.94. (3) Drug 2: C1=NC2=C(N=C(N=C2N1C3C(C(C(O3)CO)O)F)Cl)N. Synergy scores: CSS=9.12, Synergy_ZIP=1.93, Synergy_Bliss=-2.32, Synergy_Loewe=-60.6, Synergy_HSA=-5.17. Cell line: A549. Drug 1: CN(C)C1=NC(=NC(=N1)N(C)C)N(C)C. (4) Cell line: SR. Synergy scores: CSS=1.83, Synergy_ZIP=-4.91, Synergy_Bliss=-9.10, Synergy_Loewe=-11.5, Synergy_HSA=-9.24. Drug 2: CC1=CC2C(CCC3(C2CCC3(C(=O)C)OC(=O)C)C)C4(C1=CC(=O)CC4)C. Drug 1: C1CC(=O)NC(=O)C1N2CC3=C(C2=O)C=CC=C3N.